Dataset: Reaction yield outcomes from USPTO patents with 853,638 reactions. Task: Predict the reaction yield, written as a fraction of the theoretical maximum amount of product (1.0 means a 100% yield; for example, 0.34 means a 34% yield). (1) The reactants are [F:1][C:2]([F:7])([F:6])[CH:3](O)O.[CH3:8][N+:9]([O-:11])=[O:10].C([O-])([O-])=O.[Na+].[Na+].O=P12OP3(OP(OP(O3)(O1)=O)(=O)O2)=O. The catalyst is O. The product is [F:1][C:2]([F:7])([F:6])[CH:3]=[CH:8][N+:9]([O-:11])=[O:10]. The yield is 0.100. (2) The reactants are C([O:3][P:4]([CH2:9][CH2:10][N:11]1[CH2:19][CH2:18][CH2:17][NH:16][C:15]2[C:14](=[O:20])[C:13](=[O:21])[C:12]1=2)(=[O:8])[O:5]CC)C.C[Si](Br)(C)C.O. The catalyst is C(#N)C. The product is [CH2:18]1[CH2:19][N:11]([CH2:10][CH2:9][P:4]([OH:5])([OH:8])=[O:3])[C:12]2=[C:13]([OH:21])[C:14](=[O:20])[C:15]2=[N:16][CH2:17]1. The yield is 0.910. (3) The reactants are C(OC(=O)[NH:10][CH2:11][CH2:12][CH2:13][N:14]([C:33]1[CH:38]=[CH:37][N:36]=[C:35]([NH2:39])[N:34]=1)[C:15]1[CH:16]=[C:17]2[C:21](=[C:22]([C:24]3[S:28][C:27]4[CH:29]=[CH:30][CH:31]=[CH:32][C:26]=4[CH:25]=3)[CH:23]=1)[NH:20][N:19]=[CH:18]2)C1C=CC=CC=1.C(O)=O. The catalyst is CO.[Pd]. The product is [NH2:10][CH2:11][CH2:12][CH2:13][N:14]([C:15]1[CH:16]=[C:17]2[C:21](=[C:22]([C:24]3[S:28][C:27]4[CH:29]=[CH:30][CH:31]=[CH:32][C:26]=4[CH:25]=3)[CH:23]=1)[NH:20][N:19]=[CH:18]2)[C:33]1[CH:38]=[CH:37][N:36]=[C:35]([NH2:39])[N:34]=1. The yield is 0.170. (4) The reactants are [F:1][C:2]([F:18])([F:17])[C:3]1[CH:8]=[CH:7][C:6]([CH2:9][NH2:10])=[C:5]([N:11]2[CH2:16][CH2:15][CH2:14][CH2:13][CH2:12]2)[CH:4]=1.ClC(Cl)(O[C:23](=[O:29])[O:24][C:25](Cl)(Cl)Cl)Cl.[N-:31]=[C:32]=[O:33]. The catalyst is CCOC(C)=O.CN(C=O)C. The product is [F:18][C:2]([F:1])([F:17])[C:3]1[CH:8]=[CH:7][C:6]([CH2:9][NH:10][C:32]([NH:31][C:6]2[C:9]3[NH:10][C:23](=[O:29])[O:24][C:25]=3[CH:3]=[CH:4][CH:5]=2)=[O:33])=[C:5]([N:11]2[CH2:16][CH2:15][CH2:14][CH2:13][CH2:12]2)[CH:4]=1. The yield is 0.140. (5) The catalyst is CCO. The reactants are [NH2:1][C:2]1[C:11]([F:12])=[C:10]([F:13])[C:9]([O:14][CH3:15])=[C:8]2[C:3]=1[C:4](=[O:28])[C:5]([C:23]([O:25]CC)=[O:24])=[CH:6][N:7]2[CH2:16][C:17]1[CH:22]=[CH:21][CH:20]=[CH:19][CH:18]=1.[OH-].[Na+]. The product is [NH2:1][C:2]1[C:11]([F:12])=[C:10]([F:13])[C:9]([O:14][CH3:15])=[C:8]2[C:3]=1[C:4](=[O:28])[C:5]([C:23]([OH:25])=[O:24])=[CH:6][N:7]2[CH2:16][C:17]1[CH:22]=[CH:21][CH:20]=[CH:19][CH:18]=1. The yield is 0.850. (6) The reactants are [CH2:1]([N:6]1[C:14]2[N:13]=[CH:12][NH:11][C:10]=2[C:9](=[O:15])[NH:8][C:7]1=S)[CH2:2][CH2:3][CH2:4][CH3:5].[NH2:17][NH2:18]. The catalyst is O. The product is [CH2:1]([N:6]1[C:14]2[N:13]=[CH:12][NH:11][C:10]=2[C:9](=[O:15])[NH:8]/[C:7]/1=[N:17]\[NH2:18])[CH2:2][CH2:3][CH2:4][CH3:5]. The yield is 0.780. (7) The reactants are [F:1][C:2]1[CH:3]=[CH:4][C:5]2[N:9]=[C:8]([C@@H:10]([NH2:13])[CH2:11][CH3:12])[N:7]([C:14]3[CH:15]=[N:16][CH:17]=[C:18]([F:20])[CH:19]=3)[C:6]=2[CH:21]=1.Cl[C:23]1[N:31]=[CH:30][N:29]=[C:28]2[C:24]=1[N:25]=[CH:26][N:27]2[CH:32]1[CH2:37][CH2:36][CH2:35][CH2:34][O:33]1.CCN(C(C)C)C(C)C. The catalyst is CC(O)C. The product is [F:1][C:2]1[CH:3]=[CH:4][C:5]2[N:9]=[C:8]([C@@H:10]([NH:13][C:23]3[N:31]=[CH:30][N:29]=[C:28]4[C:24]=3[N:25]=[CH:26][N:27]4[CH:32]3[CH2:37][CH2:36][CH2:35][CH2:34][O:33]3)[CH2:11][CH3:12])[N:7]([C:14]3[CH:15]=[N:16][CH:17]=[C:18]([F:20])[CH:19]=3)[C:6]=2[CH:21]=1. The yield is 0.820. (8) The reactants are [CH3:1][N:2]([C:13]1[CH:18]=[CH:17][C:16]([CH2:19][CH2:20][CH2:21][CH2:22][CH2:23][CH2:24][CH2:25][CH3:26])=[CH:15][CH:14]=1)[C:3](=[O:12])[NH:4][CH2:5][CH2:6][C:7]([O:9]CC)=[O:8].C(C1C=CC(NC(=O)NCCC(OCC)=O)=CC=1)CCCCCCC. No catalyst specified. The product is [CH3:1][N:2]([C:13]1[CH:14]=[CH:15][C:16]([CH2:19][CH2:20][CH2:21][CH2:22][CH2:23][CH2:24][CH2:25][CH3:26])=[CH:17][CH:18]=1)[C:3](=[O:12])[NH:4][CH2:5][CH2:6][C:7]([OH:9])=[O:8]. The yield is 0.840.